Dataset: Catalyst prediction with 721,799 reactions and 888 catalyst types from USPTO. Task: Predict which catalyst facilitates the given reaction. (1) Reactant: C([Li])CCC.Br[C:7]1[C:11]2[CH:12]=[C:13]([O:16][CH3:17])[CH:14]=[CH:15][C:10]=2[O:9][CH:8]=1.[C:18](=[O:20])=[O:19]. Product: [C:18]([C:7]1[C:11]2[CH:12]=[C:13]([O:16][CH3:17])[CH:14]=[CH:15][C:10]=2[O:9][CH:8]=1)([OH:20])=[O:19]. The catalyst class is: 1. (2) Reactant: Cl[C:2]1[CH:3]=[CH:4][C:5]2[N:6]([C:8]([C:11]([F:14])([F:13])[F:12])=[N:9][N:10]=2)[N:7]=1.CCN(C(C)C)C(C)C.[F:24][C:25]1[CH:30]=[CH:29][C:28]([C:31]([N:34]2[CH2:39][CH2:38][NH:37][CH2:36][CH2:35]2)([CH3:33])[CH3:32])=[CH:27][CH:26]=1. Product: [F:24][C:25]1[CH:30]=[CH:29][C:28]([C:31]([N:34]2[CH2:35][CH2:36][N:37]([C:2]3[CH:3]=[CH:4][C:5]4[N:6]([C:8]([C:11]([F:14])([F:13])[F:12])=[N:9][N:10]=4)[N:7]=3)[CH2:38][CH2:39]2)([CH3:33])[CH3:32])=[CH:27][CH:26]=1. The catalyst class is: 3. (3) Reactant: [CH:1]1([O:6][C:7]2[C:8]([O:17][CH3:18])=[CH:9][C:10]([F:16])=[C:11]([N+:13]([O-])=O)[CH:12]=2)[CH2:5][CH2:4][CH2:3][CH2:2]1.[H][H]. Product: [CH:1]1([O:6][C:7]2[C:8]([O:17][CH3:18])=[CH:9][C:10]([F:16])=[C:11]([CH:12]=2)[NH2:13])[CH2:2][CH2:3][CH2:4][CH2:5]1. The catalyst class is: 50. (4) Reactant: I[Si](C)(C)C.C[O:7][CH2:8][CH2:9][N:10]1[C:14]([CH2:15][CH2:16][C:17]2[N:27]=[C:20]3[C:21]([CH3:26])=[N:22][CH:23]=[C:24]([CH3:25])[N:19]3[N:18]=2)=[N:13][C:12]([C:28]2[CH:33]=[CH:32][CH:31]=[CH:30][CH:29]=2)=[N:11]1.CO.S([O-])([O-])=O.[Na+].[Na+]. Product: [CH3:25][C:24]1[N:19]2[N:18]=[C:17]([CH2:16][CH2:15][C:14]3[N:10]([CH2:9][CH2:8][OH:7])[N:11]=[C:12]([C:28]4[CH:33]=[CH:32][CH:31]=[CH:30][CH:29]=4)[N:13]=3)[N:27]=[C:20]2[C:21]([CH3:26])=[N:22][CH:23]=1. The catalyst class is: 22.